From a dataset of Peptide-MHC class I binding affinity with 185,985 pairs from IEDB/IMGT. Regression. Given a peptide amino acid sequence and an MHC pseudo amino acid sequence, predict their binding affinity value. This is MHC class I binding data. (1) The peptide sequence is QLYLGGMSYY. The MHC is HLA-A11:01 with pseudo-sequence HLA-A11:01. The binding affinity (normalized) is 0.321. (2) The peptide sequence is VFLPNTHNL. The MHC is HLA-B58:01 with pseudo-sequence HLA-B58:01. The binding affinity (normalized) is 0.0841. (3) The peptide sequence is RRTPRVSWK. The MHC is HLA-A31:01 with pseudo-sequence HLA-A31:01. The binding affinity (normalized) is 0.0847. (4) The peptide sequence is ILMDTICGT. The MHC is HLA-A11:01 with pseudo-sequence HLA-A11:01. The binding affinity (normalized) is 0.0847. (5) The peptide sequence is ESFDLAGLF. The MHC is HLA-A26:01 with pseudo-sequence HLA-A26:01. The binding affinity (normalized) is 0.949.